From a dataset of Catalyst prediction with 721,799 reactions and 888 catalyst types from USPTO. Predict which catalyst facilitates the given reaction. (1) Reactant: [C:1]([O:5][C:6]([N:8]([C:26]([O:28][C:29]([CH3:32])([CH3:31])[CH3:30])=[O:27])[NH:9][C:10]1[S:11][C:12]([C:21]([O:23]CC)=[O:22])=[C:13]([C:15]2[CH:20]=[CH:19][CH:18]=[CH:17][CH:16]=2)[N:14]=1)=[O:7])([CH3:4])([CH3:3])[CH3:2].[Li+].[OH-].Cl. Product: [C:29]([O:28][C:26]([N:8]([C:6]([O:5][C:1]([CH3:4])([CH3:3])[CH3:2])=[O:7])[NH:9][C:10]1[S:11][C:12]([C:21]([OH:23])=[O:22])=[C:13]([C:15]2[CH:16]=[CH:17][CH:18]=[CH:19][CH:20]=2)[N:14]=1)=[O:27])([CH3:32])([CH3:31])[CH3:30]. The catalyst class is: 1. (2) Reactant: [Cl:1][C:2]1[CH:3]=[CH:4][C:5]([C:30]#[N:31])=[C:6]([C:8]2[C:13]([O:14][CH3:15])=[CH:12][N:11]([C:16](=[CH:24][C:25]3([CH3:28])[CH2:27][CH2:26]3)[C:17]([O:19][C:20]([CH3:23])([CH3:22])[CH3:21])=[O:18])[C:10](=[O:29])[CH:9]=2)[CH:7]=1. Product: [Cl:1][C:2]1[CH:3]=[CH:4][C:5]([C:30]#[N:31])=[C:6]([C:8]2[C:13]([O:14][CH3:15])=[CH:12][N:11]([CH:16]([CH2:24][C:25]3([CH3:28])[CH2:27][CH2:26]3)[C:17]([O:19][C:20]([CH3:22])([CH3:23])[CH3:21])=[O:18])[C:10](=[O:29])[CH:9]=2)[CH:7]=1. The catalyst class is: 775.